The task is: Regression. Given two drug SMILES strings and cell line genomic features, predict the synergy score measuring deviation from expected non-interaction effect.. This data is from Merck oncology drug combination screen with 23,052 pairs across 39 cell lines. (1) Drug 1: CCN(CC)CCNC(=O)c1c(C)[nH]c(C=C2C(=O)Nc3ccc(F)cc32)c1C. Drug 2: O=C(O)C1(Cc2cccc(Nc3nccs3)n2)CCC(Oc2cccc(Cl)c2F)CC1. Cell line: HT144. Synergy scores: synergy=-0.990. (2) Drug 1: CC1CC2C3CCC4=CC(=O)C=CC4(C)C3(F)C(O)CC2(C)C1(O)C(=O)CO. Drug 2: CC1(c2nc3c(C(N)=O)cccc3[nH]2)CCCN1. Cell line: HT144. Synergy scores: synergy=-8.98. (3) Drug 1: CN(Cc1cnc2nc(N)nc(N)c2n1)c1ccc(C(=O)NC(CCC(=O)O)C(=O)O)cc1. Drug 2: O=C(O)C1(Cc2cccc(Nc3nccs3)n2)CCC(Oc2cccc(Cl)c2F)CC1. Cell line: VCAP. Synergy scores: synergy=-22.1. (4) Drug 1: O=P1(N(CCCl)CCCl)NCCCO1. Drug 2: CCc1cnn2c(NCc3ccc[n+]([O-])c3)cc(N3CCCCC3CCO)nc12. Cell line: SKMEL30. Synergy scores: synergy=5.59. (5) Drug 1: O=S1(=O)NC2(CN1CC(F)(F)F)C1CCC2Cc2cc(C=CCN3CCC(C(F)(F)F)CC3)ccc2C1. Synergy scores: synergy=-9.80. Cell line: SKMEL30. Drug 2: NC1CCCCC1N.O=C(O)C(=O)O.[Pt+2]. (6) Drug 1: CCC1(O)CC2CN(CCc3c([nH]c4ccccc34)C(C(=O)OC)(c3cc4c(cc3OC)N(C)C3C(O)(C(=O)OC)C(OC(C)=O)C5(CC)C=CCN6CCC43C65)C2)C1. Drug 2: O=C(CCCCCCC(=O)Nc1ccccc1)NO. Cell line: A2780. Synergy scores: synergy=-14.1.